Predict the product of the given reaction. From a dataset of Forward reaction prediction with 1.9M reactions from USPTO patents (1976-2016). (1) Given the reactants [CH3:1][N:2]([CH3:32])[C:3]([C:5]1[N:26]([CH:27]2[CH2:31][CH2:30][CH2:29][CH2:28]2)[C:8]2[N:9]=[C:10]([NH:13][C:14]3[CH:19]=[CH:18][C:17]([N:20]4[CH2:25][CH2:24][NH:23][CH2:22][CH2:21]4)=[CH:16][N:15]=3)[N:11]=[CH:12][C:7]=2[CH:6]=1)=[O:4].[CH:33]1([CH2:38][CH2:39][C:40](Cl)=[O:41])[CH2:37][CH2:36][CH2:35][CH2:34]1, predict the reaction product. The product is: [CH3:1][N:2]([CH3:32])[C:3]([C:5]1[N:26]([CH:27]2[CH2:31][CH2:30][CH2:29][CH2:28]2)[C:8]2[N:9]=[C:10]([NH:13][C:14]3[CH:19]=[CH:18][C:17]([N:20]4[CH2:21][CH2:22][N:23]([C:40](=[O:41])[CH2:39][CH2:38][CH:33]5[CH2:37][CH2:36][CH2:35][CH2:34]5)[CH2:24][CH2:25]4)=[CH:16][N:15]=3)[N:11]=[CH:12][C:7]=2[CH:6]=1)=[O:4]. (2) Given the reactants [F:1][C:2]([F:21])([C:17]([F:20])([F:19])[F:18])[CH2:3][CH:4](I)[CH2:5][CH2:6][CH2:7][CH2:8][CH2:9][CH2:10][CH2:11][C:12]([O:14][CH3:15])=[O:13], predict the reaction product. The product is: [F:1][C:2]([F:21])([C:17]([F:18])([F:19])[F:20])[CH2:3][CH2:4][CH2:5][CH2:6][CH2:7][CH2:8][CH2:9][CH2:10][CH2:11][C:12]([O:14][CH3:15])=[O:13]. (3) Given the reactants [I:1]I.[CH3:3][S:4]([C:7]1[CH:13]=[CH:12][C:10]([NH2:11])=[CH:9][CH:8]=1)(=[O:6])=[O:5], predict the reaction product. The product is: [I:1][C:12]1[CH:13]=[C:7]([S:4]([CH3:3])(=[O:5])=[O:6])[CH:8]=[CH:9][C:10]=1[NH2:11]. (4) Given the reactants [NH:1]([C:8]([C@@H:10]1[CH2:15][CH2:14][CH2:13][CH2:12][C@@H:11]1[C:16]([OH:18])=O)=[O:9])[C:2]1[CH:7]=[CH:6][CH:5]=[CH:4][CH:3]=1.C([N:21]([CH2:24][CH3:25])[CH2:22][CH3:23])C.CCOC(OC(O[CH2:35][CH3:36])=O)=O.C(=O)([O-])O.[Na+], predict the reaction product. The product is: [C:2]1([NH:1][C:8]([C@H:10]2[CH2:15][CH2:14][CH2:13][CH2:12][C@H:11]2[C:16]([N:21]2[C@@H:22]3[C@@H:23]([C@H:8]([C:36]4[CH:35]=[CH:15][CH:10]=[CH:11][CH:12]=4)[NH:1][C:2]4[CH:7]=[CH:6][CH:5]=[CH:4][C:3]=43)[CH2:25][CH2:24]2)=[O:18])=[O:9])[CH:3]=[CH:4][CH:5]=[CH:6][CH:7]=1. (5) Given the reactants [Br:1][C:2]1[CH:3]=[C:4]2[C:9](=[CH:10][CH:11]=1)[N:8]=[CH:7][C:6]([C:12]([CH:14]1[CH2:16][CH2:15]1)=[O:13])=[C:5]2Cl.[CH3:18][N:19]([CH3:30])[CH2:20][CH2:21][NH:22][C:23]1[CH:28]=[CH:27][C:26]([NH2:29])=[CH:25][N:24]=1, predict the reaction product. The product is: [Br:1][C:2]1[CH:3]=[C:4]2[C:9](=[CH:10][CH:11]=1)[N:8]=[CH:7][C:6]([C:12]([CH:14]1[CH2:16][CH2:15]1)=[O:13])=[C:5]2[NH:29][C:26]1[CH:25]=[N:24][C:23]([NH:22][CH2:21][CH2:20][N:19]([CH3:30])[CH3:18])=[CH:28][CH:27]=1. (6) Given the reactants C(O[BH-](OC(=O)C)OC(=O)C)(=O)C.[Na+].Cl.[CH3:16][S:17]([N:20]1[CH2:25][CH2:24][NH:23][CH2:22][CH2:21]1)(=[O:19])=[O:18].N1C=CC=CC=1.[NH:32]1[C:40]2[CH:39]=[CH:38][CH:37]=[C:36]([CH:41]=O)[C:35]=2[CH:34]=[CH:33]1, predict the reaction product. The product is: [CH3:16][S:17]([N:20]1[CH2:25][CH2:24][N:23]([CH2:41][C:36]2[CH:37]=[CH:38][CH:39]=[C:40]3[C:35]=2[CH2:34][CH2:33][NH:32]3)[CH2:22][CH2:21]1)(=[O:19])=[O:18].